From a dataset of Forward reaction prediction with 1.9M reactions from USPTO patents (1976-2016). Predict the product of the given reaction. (1) Given the reactants [OH:1][C:2]([C:13]1[CH:18]=[CH:17][CH:16]=[CH:15][CH:14]=1)([C:6]1[CH:11]=[CH:10][CH:9]=[CH:8][C:7]=1C)[C:3]([OH:5])=[O:4].Br[CH2:20][O:21]C1C=CC=CC=1.C(C(O)=O)(=O)C1C=CC=CC=1.COC(C(C1C=CC=CC=1)=O)=O, predict the reaction product. The product is: [OH:1][C:2]([C:6]1[CH:11]=[CH:10][CH:9]=[CH:8][C:7]=1[O:21][CH3:20])([C:13]1[CH:18]=[CH:17][CH:16]=[CH:15][CH:14]=1)[C:3]([OH:5])=[O:4]. (2) Given the reactants [CH:1]1([C:4]2[NH:5][C:6]3[C:12]([CH2:13][OH:14])=[CH:11][CH:10]=[C:9]([O:15][CH3:16])[C:7]=3[N:8]=2)[CH2:3][CH2:2]1, predict the reaction product. The product is: [CH:1]1([C:4]2[NH:5][C:6]3[C:12]([CH:13]=[O:14])=[CH:11][CH:10]=[C:9]([O:15][CH3:16])[C:7]=3[N:8]=2)[CH2:2][CH2:3]1. (3) The product is: [CH:1]1([N:7]2[CH2:13][C:12]([F:14])([F:15])[C:11](=[O:16])[N:10]([CH3:17])[C:9]3[CH:18]=[N:19][C:20]([NH:22][C:23]4[CH:31]=[CH:30][C:26]([C:27]([NH:69][N:66]5[CH2:65][CH2:64][N:63]([CH:58]6[CH2:62][CH2:61][CH2:60][CH2:59]6)[CH2:68][CH2:67]5)=[O:29])=[CH:25][C:24]=4[O:32][CH3:33])=[N:21][C:8]2=3)[CH2:2][CH2:3][CH2:4][CH2:5][CH2:6]1. Given the reactants [CH:1]1([N:7]2[CH2:13][C:12]([F:15])([F:14])[C:11](=[O:16])[N:10]([CH3:17])[C:9]3[CH:18]=[N:19][C:20]([NH:22][C:23]4[CH:31]=[CH:30][C:26]([C:27]([OH:29])=O)=[CH:25][C:24]=4[O:32][CH3:33])=[N:21][C:8]2=3)[CH2:6][CH2:5][CH2:4][CH2:3][CH2:2]1.CN(C(ON1N=NC2C=CC=NC1=2)=[N+](C)C)C.F[P-](F)(F)(F)(F)F.[CH:58]1([N:63]2[CH2:68][CH2:67][N:66]([NH2:69])[CH2:65][CH2:64]2)[CH2:62][CH2:61][CH2:60][CH2:59]1, predict the reaction product.